This data is from Merck oncology drug combination screen with 23,052 pairs across 39 cell lines. The task is: Regression. Given two drug SMILES strings and cell line genomic features, predict the synergy score measuring deviation from expected non-interaction effect. (1) Drug 1: COC12C(COC(N)=O)C3=C(C(=O)C(C)=C(N)C3=O)N1CC1NC12. Drug 2: Cn1cc(-c2cnn3c(N)c(Br)c(C4CCCNC4)nc23)cn1. Cell line: NCIH23. Synergy scores: synergy=19.4. (2) Drug 1: NC1(c2ccc(-c3nc4ccn5c(=O)[nH]nc5c4cc3-c3ccccc3)cc2)CCC1. Drug 2: COC1=C2CC(C)CC(OC)C(O)C(C)C=C(C)C(OC(N)=O)C(OC)C=CC=C(C)C(=O)NC(=CC1=O)C2=O. Cell line: SKMEL30. Synergy scores: synergy=2.54. (3) Drug 1: Cc1nc(Nc2ncc(C(=O)Nc3c(C)cccc3Cl)s2)cc(N2CCN(CCO)CC2)n1. Drug 2: NC1CCCCC1N.O=C(O)C(=O)O.[Pt+2]. Cell line: SW837. Synergy scores: synergy=11.2. (4) Drug 1: CN(Cc1cnc2nc(N)nc(N)c2n1)c1ccc(C(=O)NC(CCC(=O)O)C(=O)O)cc1. Drug 2: Cn1c(=O)n(-c2ccc(C(C)(C)C#N)cc2)c2c3cc(-c4cnc5ccccc5c4)ccc3ncc21. Cell line: HT29. Synergy scores: synergy=-6.02. (5) Drug 1: O=S1(=O)NC2(CN1CC(F)(F)F)C1CCC2Cc2cc(C=CCN3CCC(C(F)(F)F)CC3)ccc2C1. Drug 2: Cn1cc(-c2cnn3c(N)c(Br)c(C4CCCNC4)nc23)cn1. Cell line: ZR751. Synergy scores: synergy=-9.83. (6) Drug 1: CCC1(O)CC2CN(CCc3c([nH]c4ccccc34)C(C(=O)OC)(c3cc4c(cc3OC)N(C)C3C(O)(C(=O)OC)C(OC(C)=O)C5(CC)C=CCN6CCC43C65)C2)C1. Drug 2: Cn1c(=O)n(-c2ccc(C(C)(C)C#N)cc2)c2c3cc(-c4cnc5ccccc5c4)ccc3ncc21. Cell line: NCIH2122. Synergy scores: synergy=-21.7. (7) Drug 1: CN(C)C(=N)N=C(N)N. Drug 2: CNC(=O)c1cc(Oc2ccc(NC(=O)Nc3ccc(Cl)c(C(F)(F)F)c3)cc2)ccn1. Cell line: NCIH520. Synergy scores: synergy=11.0. (8) Drug 1: N.N.O=C(O)C1(C(=O)O)CCC1.[Pt]. Drug 2: CC(C)CC(NC(=O)C(Cc1ccccc1)NC(=O)c1cnccn1)B(O)O. Cell line: RPMI7951. Synergy scores: synergy=-20.4. (9) Synergy scores: synergy=-10.3. Drug 1: C=CCn1c(=O)c2cnc(Nc3ccc(N4CCN(C)CC4)cc3)nc2n1-c1cccc(C(C)(C)O)n1. Cell line: UWB1289BRCA1. Drug 2: CCc1cnn2c(NCc3ccc[n+]([O-])c3)cc(N3CCCCC3CCO)nc12.